From a dataset of Forward reaction prediction with 1.9M reactions from USPTO patents (1976-2016). Predict the product of the given reaction. (1) Given the reactants [Cl:1][C:2]1[CH:7]=[CH:6][N:5]=[C:4]([C:8]([NH:10][C:11]2[C:12]([C:22]([NH:24][CH2:25][CH2:26][C:27]#[N:28])=[O:23])=[N:13][N:14](C3CCCCO3)[CH:15]=2)=[O:9])[CH:3]=1.O.C1(C)C=CC(S(O)(=O)=O)=CC=1, predict the reaction product. The product is: [Cl:1][C:2]1[CH:7]=[CH:6][N:5]=[C:4]([C:8]([NH:10][C:11]2[C:12]([C:22]([NH:24][CH2:25][CH2:26][C:27]#[N:28])=[O:23])=[N:13][NH:14][CH:15]=2)=[O:9])[CH:3]=1. (2) Given the reactants [OH:1][C:2]1[CH:3]=[C:4]([CH:7]=[C:8]([N+:11]([O-:13])=[O:12])[C:9]=1[OH:10])[CH:5]=O.[CH2:14]([N:16]([CH2:22][CH3:23])[C:17](=[O:21])[CH2:18][C:19]#[N:20])[CH3:15].N1CCCCC1.C(O)(=O)C, predict the reaction product. The product is: [CH3:15][CH2:14][N:16]([C:17](/[C:18](/[C:19]#[N:20])=[CH:5]/[C:4]1[CH:3]=[C:2]([OH:1])[C:9]([OH:10])=[C:8]([N+:11]([O-:13])=[O:12])[CH:7]=1)=[O:21])[CH2:22][CH3:23].